From a dataset of Catalyst prediction with 721,799 reactions and 888 catalyst types from USPTO. Predict which catalyst facilitates the given reaction. (1) Reactant: Br[C:2]1[CH:3]=[CH:4][C:5]([O:8][CH3:9])=[N:6][CH:7]=1.C([Li])CCC.Br[CH2:16][CH2:17][CH2:18][C:19]1[CH:24]=[CH:23][CH:22]=[CH:21][CH:20]=1. Product: [CH3:9][O:8][C:5]1[CH:4]=[CH:3][C:2]([CH2:16][CH2:17][CH2:18][C:19]2[CH:24]=[CH:23][CH:22]=[CH:21][CH:20]=2)=[CH:7][N:6]=1. The catalyst class is: 1. (2) Reactant: [CH3:1][O:2][C:3]1[CH:4]=[CH:5][C:6]2[N:11]=[CH:10][C:9](=[O:12])[N:8]([CH2:13][CH2:14][N:15]3[CH2:20][CH2:19][CH:18]([NH:21]C(=O)OC(C)(C)C)[CH2:17][CH2:16]3)[C:7]=2[N:29]=1.[ClH:30].C(OCC)(=O)C. Product: [ClH:30].[NH2:21][CH:18]1[CH2:17][CH2:16][N:15]([CH2:14][CH2:13][N:8]2[C:9](=[O:12])[CH:10]=[N:11][C:6]3[CH:5]=[CH:4][C:3]([O:2][CH3:1])=[N:29][C:7]2=3)[CH2:20][CH2:19]1. The catalyst class is: 13. (3) Reactant: F[C:2]1[CH:9]=[CH:8][C:5]([C:6]#[N:7])=[CH:4][C:3]=1[C:10]([C:12]1[CH:21]=[CH:20][C:19]2[C:14](=[CH:15][CH:16]=[C:17](O)[CH:18]=2)[CH:13]=1)=O.[OH2:23].[NH2:24][NH2:25]. Product: [OH:23][C:17]1[CH:18]=[C:19]2[C:14](=[CH:15][CH:16]=1)[CH:13]=[C:12]([C:10]1[C:3]3[C:2](=[CH:9][CH:8]=[C:5]([C:6]#[N:7])[CH:4]=3)[NH:25][N:24]=1)[CH:21]=[CH:20]2. The catalyst class is: 11. (4) Reactant: [Cl:1][C:2]1[CH:11]=[C:10]2[C:5]([CH:6]=[C:7]([C:18]3[NH:22][C:21](=[O:23])[NH:20][N:19]=3)[N:8]=[C:9]2[O:12][C@H:13]2[CH2:17][CH2:16][NH:15][CH2:14]2)=[CH:4][CH:3]=1.CC1C=CC=C(C)N=1.[C:32](Cl)(=[O:35])[CH:33]=[CH2:34]. Product: [C:32]([N:15]1[CH2:16][CH2:17][C@H:13]([O:12][C:9]2[C:10]3[C:5](=[CH:4][CH:3]=[C:2]([Cl:1])[CH:11]=3)[CH:6]=[C:7]([C:18]3[NH:22][C:21](=[O:23])[NH:20][N:19]=3)[N:8]=2)[CH2:14]1)(=[O:35])[CH:33]=[CH2:34]. The catalyst class is: 2. (5) Reactant: [NH2:1][CH:2]1[CH2:7][CH2:6][CH2:5][CH:4]([C:8]([OH:10])=[O:9])[CH2:3]1.[C:11](O[C:11]([O:13][C:14]([CH3:17])([CH3:16])[CH3:15])=[O:12])([O:13][C:14]([CH3:17])([CH3:16])[CH3:15])=[O:12].Cl. Product: [C:14]([O:13][C:11]([NH:1][CH:2]1[CH2:7][CH2:6][CH2:5][CH:4]([C:8]([OH:10])=[O:9])[CH2:3]1)=[O:12])([CH3:17])([CH3:16])[CH3:15]. The catalyst class is: 758.